This data is from Full USPTO retrosynthesis dataset with 1.9M reactions from patents (1976-2016). The task is: Predict the reactants needed to synthesize the given product. (1) Given the product [CH:1]1([CH2:5][NH:6][C:8]2[CH:13]=[CH:12][C:11]([N:14]([CH3:18])[C:15](=[O:17])[CH3:16])=[CH:10][C:9]=2[N+:19]([O-:21])=[O:20])[CH2:4][CH2:3][CH2:2]1, predict the reactants needed to synthesize it. The reactants are: [CH:1]1([CH2:5][NH2:6])[CH2:4][CH2:3][CH2:2]1.F[C:8]1[CH:13]=[CH:12][C:11]([N:14]([CH3:18])[C:15](=[O:17])[CH3:16])=[CH:10][C:9]=1[N+:19]([O-:21])=[O:20].CCN(C(C)C)C(C)C. (2) Given the product [ClH:33].[CH3:36][O:37][C:38]1[CH:39]=[C:40]([CH:54]=[C:55]([O:59][CH3:60])[C:56]=1[O:57][CH3:58])[CH2:41][C:42]1[C:51]2[C:46](=[CH:47][C:48]([O:52][CH3:53])=[CH:49][CH:50]=2)[CH:45]=[N:44][CH:43]=1, predict the reactants needed to synthesize it. The reactants are: C(OC(OCC)CNCC1C=CC=C(OC)C=1)C.COC1C=C(C=C(OC)C=1OC)C=O.[ClH:33].[NH4+].[OH-].[CH3:36][O:37][C:38]1[CH:39]=[C:40]([CH:54]=[C:55]([O:59][CH3:60])[C:56]=1[O:57][CH3:58])[CH2:41][C:42]1[C:51]2[C:46](=[CH:47][C:48]([O:52][CH3:53])=[CH:49][CH:50]=2)[CH:45]=[N:44][CH:43]=1. (3) Given the product [CH:20]([C:17]1[CH:18]=[CH:19][C:14]([C:12]2[S:28][C:8]([C:7]3[CH:6]=[C:5]([CH:25]=[CH:24][CH:23]=3)[C:4]([O:3][CH2:1][CH3:2])=[O:26])=[N:10][CH:11]=2)=[CH:15][CH:16]=1)([CH3:22])[CH3:21], predict the reactants needed to synthesize it. The reactants are: [CH2:1]([O:3][C:4](=[O:26])[C:5]1[CH:25]=[CH:24][CH:23]=[C:7]([C:8]([NH:10][CH2:11][C:12]([C:14]2[CH:19]=[CH:18][C:17]([CH:20]([CH3:22])[CH3:21])=[CH:16][CH:15]=2)=O)=O)[CH:6]=1)[CH3:2].P12(SP3(SP(SP(S3)(S1)=S)(=S)S2)=S)=[S:28].N. (4) Given the product [F:22][C:20]1[CH:19]=[CH:18][C:17]([N+:23]([O-:25])=[O:24])=[C:16]([NH:7][C:8]2[CH:9]=[N:10][CH:11]=[C:12]([F:14])[CH:13]=2)[CH:21]=1, predict the reactants needed to synthesize it. The reactants are: CC(C)([O-])C.[K+].[NH2:7][C:8]1[CH:9]=[N:10][CH:11]=[C:12]([F:14])[CH:13]=1.F[C:16]1[CH:21]=[C:20]([F:22])[CH:19]=[CH:18][C:17]=1[N+:23]([O-:25])=[O:24].[NH4+].[Cl-].